From a dataset of Catalyst prediction with 721,799 reactions and 888 catalyst types from USPTO. Predict which catalyst facilitates the given reaction. (1) Reactant: [F:1][C:2]1[CH:7]=[CH:6][N:5]=[C:4]([NH:8][C:9](=[O:15])[O:10][C:11]([CH3:14])([CH3:13])[CH3:12])[C:3]=1[CH:16]=[O:17].[BH4-].[Na+]. Product: [F:1][C:2]1[CH:7]=[CH:6][N:5]=[C:4]([NH:8][C:9](=[O:15])[O:10][C:11]([CH3:14])([CH3:12])[CH3:13])[C:3]=1[CH2:16][OH:17]. The catalyst class is: 5. (2) The catalyst class is: 13. Reactant: F[C:2]1[CH:9]=[CH:8][C:5]([CH2:6][OH:7])=[CH:4][C:3]=1[N+:10]([O-:12])=[O:11].[N+](CC)([O-])=[O:14].[CH2:18]1[CH2:28]CN2C(=NCCC2)CC1. Product: [OH:7][CH2:6][C:5]1[CH:8]=[CH:9][C:2]([C:28](=[O:14])[CH3:18])=[C:3]([N+:10]([O-:12])=[O:11])[CH:4]=1. (3) Reactant: [F:1][C:2]([F:16])([F:15])[CH2:3][O:4][CH2:5][CH2:6][NH:7]C(=O)OC(C)(C)C.[ClH:17]. Product: [ClH:17].[F:1][C:2]([F:16])([F:15])[CH2:3][O:4][CH2:5][CH2:6][NH2:7]. The catalyst class is: 12.